From a dataset of Peptide-MHC class II binding affinity with 134,281 pairs from IEDB. Regression. Given a peptide amino acid sequence and an MHC pseudo amino acid sequence, predict their binding affinity value. This is MHC class II binding data. The peptide sequence is LRYRYGLFKQRIAKE. The MHC is DRB1_0401 with pseudo-sequence DRB1_0401. The binding affinity (normalized) is 0.450.